Predict which catalyst facilitates the given reaction. From a dataset of Catalyst prediction with 721,799 reactions and 888 catalyst types from USPTO. (1) Reactant: [Br:1][C:2]1[CH:11]=[CH:10][C:9]([NH2:12])=[C:8]2[C:3]=1[CH2:4][CH2:5][N:6]([CH3:13])[CH2:7]2.Cl[C:15](Cl)(Cl)[CH:16]([OH:18])O.Cl.[NH2:22][OH:23].[O-]S([O-])(=O)=O.[Na+].[Na+].[OH-].[Na+]. Product: [Br:1][C:2]1[CH:11]=[CH:10][C:9]([NH:12][C:16](=[O:18])[CH:15]=[N:22][OH:23])=[C:8]2[C:3]=1[CH2:4][CH2:5][N:6]([CH3:13])[CH2:7]2. The catalyst class is: 315. (2) Reactant: C[O:2][C:3](=[O:46])[C@@H:4]([NH:23][C:24]([C:26]1[CH:45]=[CH:44][C:29]2[N:30]([CH:38]3[CH2:43][CH2:42][CH2:41][CH2:40][CH2:39]3)[C:31]([C:33]3[CH:37]=[CH:36][O:35][CH:34]=3)=[N:32][C:28]=2[CH:27]=1)=[O:25])[CH2:5][C:6]1[C:14]2[C:9](=[CH:10][CH:11]=[C:12]([O:15][C:16]([C:19]([OH:21])=[O:20])([CH3:18])[CH3:17])[CH:13]=2)[N:8]([CH3:22])[CH:7]=1.[OH-].[Na+].C(O)(C(F)(F)F)=O. Product: [C:19]([C:16]([CH3:18])([O:15][C:12]1[CH:13]=[C:14]2[C:9](=[CH:10][CH:11]=1)[N:8]([CH3:22])[CH:7]=[C:6]2[CH2:5][C@H:4]([NH:23][C:24]([C:26]1[CH:45]=[CH:44][C:29]2[N:30]([CH:38]3[CH2:43][CH2:42][CH2:41][CH2:40][CH2:39]3)[C:31]([C:33]3[CH:37]=[CH:36][O:35][CH:34]=3)=[N:32][C:28]=2[CH:27]=1)=[O:25])[C:3]([OH:46])=[O:2])[CH3:17])([OH:21])=[O:20]. The catalyst class is: 16. (3) Reactant: [Br:1][C:2]1[N:3]=[C:4]2[CH:10]=[CH:9][NH:8][C:5]2=[N:6][CH:7]=1.[Cl-].C([Al+]CC)C.[C:17](Cl)(=[O:22])[C:18]([CH3:21])([CH3:20])[CH3:19].C([O-])(O)=O.[Na+]. Product: [Br:1][C:2]1[N:3]=[C:4]2[C:10]([C:17](=[O:22])[C:18]([CH3:21])([CH3:20])[CH3:19])=[CH:9][NH:8][C:5]2=[N:6][CH:7]=1. The catalyst class is: 4. (4) Reactant: [CH2:1]([O:3][C:4](=[O:10])[CH2:5][S:6]([CH3:9])(=[O:8])=[O:7])[CH3:2].[H-].[Na+].I[CH2:14][CH3:15].[Cl-].[NH4+]. Product: [CH3:9][S:6]([CH:5]([CH2:14][CH3:15])[C:4]([O:3][CH2:1][CH3:2])=[O:10])(=[O:8])=[O:7]. The catalyst class is: 18. (5) Reactant: [CH2:1]([O:8][C:9]1[CH:14]=[C:13]([O:15][CH2:16][C:17]2[CH:22]=[CH:21][CH:20]=[CH:19][CH:18]=2)[C:12]([Cl:23])=[CH:11][C:10]=1[C:24]1[O:28][N:27]=[C:26]([C:29]([O:31]CC)=[O:30])[CH:25]=1)[C:2]1[CH:7]=[CH:6][CH:5]=[CH:4][CH:3]=1.CO.[Li+].[OH-]. Product: [CH2:1]([O:8][C:9]1[CH:14]=[C:13]([O:15][CH2:16][C:17]2[CH:22]=[CH:21][CH:20]=[CH:19][CH:18]=2)[C:12]([Cl:23])=[CH:11][C:10]=1[C:24]1[O:28][N:27]=[C:26]([C:29]([OH:31])=[O:30])[CH:25]=1)[C:2]1[CH:3]=[CH:4][CH:5]=[CH:6][CH:7]=1. The catalyst class is: 6. (6) Reactant: Br[C:2]1[CH:3]=[C:4]2[C:9](=[CH:10][CH:11]=1)[CH:8]([C:12]1[CH:17]=[CH:16][CH:15]=[CH:14][C:13]=1[Cl:18])[N:7]([CH2:19][C:20]([N:22]1[CH2:27][CH2:26][N:25]([CH:28]3[CH2:31][CH2:30][CH2:29]3)[CH2:24][CH2:23]1)=[O:21])[CH2:6][CH2:5]2.[CH2:32]([O:36]C=C)[CH2:33]CC.C1(P(C2C=CC=CC=2)CCCP(C2C=CC=CC=2)C2C=CC=CC=2)C=CC=CC=1.O. Product: [C:32]([C:2]1[CH:3]=[C:4]2[C:9](=[CH:10][CH:11]=1)[CH:8]([C:12]1[CH:17]=[CH:16][CH:15]=[CH:14][C:13]=1[Cl:18])[N:7]([CH2:19][C:20]([N:22]1[CH2:27][CH2:26][N:25]([CH:28]3[CH2:31][CH2:30][CH2:29]3)[CH2:24][CH2:23]1)=[O:21])[CH2:6][CH2:5]2)(=[O:36])[CH3:33]. The catalyst class is: 274.